The task is: Predict the reaction yield, written as a fraction of the theoretical maximum amount of product (1.0 means a 100% yield; for example, 0.34 means a 34% yield).. This data is from Reaction yield outcomes from USPTO patents with 853,638 reactions. (1) The yield is 0.788. No catalyst specified. The product is [ClH:12].[CH3:1][N:2]1[CH:6]=[N:5][C:4]([C:7](=[NH:13])[NH2:8])=[N:3]1. The reactants are [CH3:1][N:2]1[CH:6]=[N:5][C:4]([C:7]#[N:8])=[N:3]1.C[O-].[Na+].[Cl-:12].[NH4+:13]. (2) The reactants are [NH2:1][C:2]1([CH2:19][OH:20])[C:15]2[C:10](=[N:11][CH:12]=[C:13]([Cl:16])[CH:14]=2)[O:9][C:8]2[C:3]1=[CH:4][C:5]([Br:18])=[C:6]([F:17])[CH:7]=2.Br[CH2:22][C:23]#[N:24].CC(C)([O-])C.[Li+]. The catalyst is C1COCC1. The product is [NH2:1][C:2]1([CH2:19][O:20][CH2:22][C:23]#[N:24])[C:15]2[C:10](=[N:11][CH:12]=[C:13]([Cl:16])[CH:14]=2)[O:9][C:8]2[C:3]1=[CH:4][C:5]([Br:18])=[C:6]([F:17])[CH:7]=2. The yield is 0.434. (3) The reactants are F[C:2]1[C:27]([F:28])=[CH:26][C:25]([I:29])=[CH:24][C:3]=1[C:4]([C:6](=[CH:12][NH:13][CH2:14][CH2:15][O:16][Si:17]([C:20]([CH3:23])([CH3:22])[CH3:21])([CH3:19])[CH3:18])[C:7]([O:9][CH2:10][CH3:11])=[O:8])=[O:5].[H-].[Na+].Cl.O. The catalyst is C1COCC1. The product is [F:28][C:27]1[CH:26]=[C:25]([I:29])[CH:24]=[C:3]2[C:2]=1[N:13]([CH2:14][CH2:15][O:16][Si:17]([C:20]([CH3:21])([CH3:22])[CH3:23])([CH3:19])[CH3:18])[CH:12]=[C:6]([C:7]([O:9][CH2:10][CH3:11])=[O:8])[C:4]2=[O:5]. The yield is 0.920. (4) The yield is 0.950. The reactants are [NH2:1][C:2]1[N:3]=[C:4]2[C:10]([C:11]([NH:13][C:14]([CH3:17])([CH3:16])[CH3:15])=[O:12])=[CH:9][N:8]([CH2:18][O:19][CH2:20][CH2:21][Si:22]([CH3:25])([CH3:24])[CH3:23])[C:5]2=[N:6][CH:7]=1.Br[C:27]1[CH:28]=[N:29][CH:30]=[C:31]([S:33]([CH3:36])(=[O:35])=[O:34])[CH:32]=1.CC1(C)C2C(=C(P(C3C=CC=CC=3)C3C=CC=CC=3)C=CC=2)OC2C(P(C3C=CC=CC=3)C3C=CC=CC=3)=CC=CC1=2.C(=O)([O-])[O-].[Cs+].[Cs+]. The product is [C:14]([NH:13][C:11]([C:10]1[C:4]2[C:5](=[N:6][CH:7]=[C:2]([NH:1][C:27]3[CH:28]=[N:29][CH:30]=[C:31]([S:33]([CH3:36])(=[O:35])=[O:34])[CH:32]=3)[N:3]=2)[N:8]([CH2:18][O:19][CH2:20][CH2:21][Si:22]([CH3:25])([CH3:24])[CH3:23])[CH:9]=1)=[O:12])([CH3:15])([CH3:16])[CH3:17]. The catalyst is O1CCOCC1.C1C=CC(/C=C/C(/C=C/C2C=CC=CC=2)=O)=CC=1.C1C=CC(/C=C/C(/C=C/C2C=CC=CC=2)=O)=CC=1.C1C=CC(/C=C/C(/C=C/C2C=CC=CC=2)=O)=CC=1.[Pd].[Pd]. (5) The reactants are [Br:1][C:2]1[CH:3]=[C:4]2[C:9](=[C:10]([O:12][CH3:13])[CH:11]=1)[N:8]=[CH:7][NH:6][C:5]2=[O:14].S(=O)(=O)(O)O.[Cl:20]N1C(=O)CCC1=O. The catalyst is [OH-].[NH4+]. The product is [Br:1][C:2]1[C:3]([Cl:20])=[C:4]2[C:9](=[C:10]([O:12][CH3:13])[CH:11]=1)[N:8]=[CH:7][NH:6][C:5]2=[O:14]. The yield is 0.670. (6) The product is [Cl:10][C:9]1[C:8]([F:11])=[CH:7][CH:6]=[C:5]([Cl:12])[C:4]=1[CH:2]([OH:3])[CH3:1]. The yield is 0.950. The catalyst is C1COCC1.O. The reactants are [CH3:1][C:2]([C:4]1[C:9]([Cl:10])=[C:8]([F:11])[CH:7]=[CH:6][C:5]=1[Cl:12])=[O:3].[H-].[Al+3].[Li+].[H-].[H-].[H-].[OH-].[Na+].[O-]S([O-])(=O)=O.[Mg+2]. (7) The product is [F:36][C:2]([F:1])([F:35])[C:3]1[CH:4]=[C:5]([CH:32]=[CH:33][CH:34]=1)[CH2:6][NH:7][C:8](=[O:31])[C:9]1[CH:14]=[CH:13][N:12]=[C:11]([C:15]2[CH:20]=[C:19]([O:21][CH:22]3[CH2:27][CH2:26][O:25][CH2:24][CH2:23]3)[CH:18]=[CH:17][C:16]=2[NH2:28])[CH:10]=1. The catalyst is CO.ClCCl.[Pd]. The reactants are [F:1][C:2]([F:36])([F:35])[C:3]1[CH:4]=[C:5]([CH:32]=[CH:33][CH:34]=1)[CH2:6][NH:7][C:8](=[O:31])[C:9]1[CH:14]=[CH:13][N:12]=[C:11]([C:15]2[CH:20]=[C:19]([O:21][CH:22]3[CH2:27][CH2:26][O:25][CH2:24][CH2:23]3)[CH:18]=[CH:17][C:16]=2[N+:28]([O-])=O)[CH:10]=1. The yield is 0.680.